This data is from Forward reaction prediction with 1.9M reactions from USPTO patents (1976-2016). The task is: Predict the product of the given reaction. (1) Given the reactants [N+:1]([C:4]1[CH:5]=[C:6]([O:13][CH3:14])[CH:7]=[CH:8][C:9]=1[N+:10]([O-])=O)([O-])=O.[NH:15]1[C:23]2[C:18](=[CH:19][C:20]([NH:24][C:25]([C:27]3[CH:34]=[CH:33][C:30]([CH:31]=O)=[CH:29][CH:28]=3)=[O:26])=[CH:21][CH:22]=2)[CH:17]=[CH:16]1, predict the reaction product. The product is: [NH:15]1[C:23]2[C:18](=[CH:19][C:20]([NH:24][C:25](=[O:26])[C:27]3[CH:34]=[CH:33][C:30]([C:31]4[NH:1][C:4]5[CH:5]=[C:6]([O:13][CH3:14])[CH:7]=[CH:8][C:9]=5[N:10]=4)=[CH:29][CH:28]=3)=[CH:21][CH:22]=2)[CH:17]=[CH:16]1. (2) Given the reactants C([O:3][C:4](=[O:20])[C@@H:5]([O:18][CH3:19])[CH2:6][C:7]1[CH:12]=[CH:11][C:10]([O:13][CH2:14][CH2:15][CH2:16]Br)=[CH:9][CH:8]=1)C.[OH:21][C:22]1[CH:27]=[CH:26][C:25]([C:28]([C:30]2[CH:35]=[CH:34][C:33]([CH3:36])=[CH:32][CH:31]=2)=[O:29])=[CH:24][CH:23]=1.[OH-].[Na+], predict the reaction product. The product is: [CH3:19][O:18][C@@H:5]([CH2:6][C:7]1[CH:8]=[CH:9][C:10]([O:13][CH2:14][CH2:15][CH2:16][O:21][C:22]2[CH:23]=[CH:24][C:25]([C:28](=[O:29])[C:30]3[CH:35]=[CH:34][C:33]([CH3:36])=[CH:32][CH:31]=3)=[CH:26][CH:27]=2)=[CH:11][CH:12]=1)[C:4]([OH:3])=[O:20]. (3) Given the reactants [Cl:1][C:2]1[N:3]=[C:4]([CH3:30])[NH:5][C:6]=1[C:7]([NH:9][CH2:10][C:11]1[CH:16]=[CH:15][C:14]([Cl:17])=[C:13]([O:18][C:19]2[CH:24]=[C:23]([CH:25]=[O:26])[CH:22]=[C:21]([C:27]#[N:28])[CH:20]=2)[C:12]=1[F:29])=[O:8].[BH4-].[Na+].C(=O)(O)[O-].[Na+], predict the reaction product. The product is: [Cl:1][C:2]1[N:3]=[C:4]([CH3:30])[NH:5][C:6]=1[C:7]([NH:9][CH2:10][C:11]1[CH:16]=[CH:15][C:14]([Cl:17])=[C:13]([O:18][C:19]2[CH:24]=[C:23]([CH2:25][OH:26])[CH:22]=[C:21]([C:27]#[N:28])[CH:20]=2)[C:12]=1[F:29])=[O:8]. (4) Given the reactants [H-].[Na+].[CH2:3]([O:6][C:7]1[CH:12]=[CH:11][C:10]([CH2:13]Cl)=[CH:9][C:8]=1C)[CH:4]=[CH2:5].[N:16]1([CH2:21][CH2:22][OH:23])[CH:20]=[CH:19][N:18]=[N:17]1.[CH3:24]N(C=O)C, predict the reaction product. The product is: [CH2:3]([O:6][C:7]1[CH:8]=[CH:9][C:10]([CH2:13][O:23][CH2:22][CH2:21][N:16]2[CH:20]=[CH:19][N:18]=[N:17]2)=[C:11]([CH3:24])[CH:12]=1)[CH:4]=[CH2:5]. (5) Given the reactants C([Li])(C)(C)C.Br[C:7]1[CH:12]=[CH:11][C:10](/[CH:13]=[CH:14]/[CH2:15][O:16][Si](C(C)(C)C)(C)C)=[CH:9][CH:8]=1.COB(OC)OC.Br[C:32]1[CH:37]=[C:36]([C:38]([CH3:41])([CH3:40])[CH3:39])[CH:35]=[C:34]([C:42]([CH3:45])([CH3:44])[CH3:43])[CH:33]=1.C(=O)([O-])[O-].[Na+].[Na+].[F-].C([N+](CCCC)(CCCC)CCCC)CCC, predict the reaction product. The product is: [C:42]([C:34]1[CH:33]=[C:32]([C:7]2[CH:8]=[CH:9][C:10](/[CH:13]=[CH:14]/[CH2:15][OH:16])=[CH:11][CH:12]=2)[CH:37]=[C:36]([C:38]([CH3:41])([CH3:40])[CH3:39])[CH:35]=1)([CH3:45])([CH3:44])[CH3:43]. (6) Given the reactants [F:1][C@H:2]1[C@@H:7]([O:8][C:9]2[CH:16]=[CH:15][C:14]([C:17]3[N:22]=[C:21]([NH:23][C:24]4[CH:29]=[CH:28][C:27]([N:30]5[CH2:35][CH2:34][N:33]([CH:36]6[CH2:39][O:38][CH2:37]6)[CH2:32][CH2:31]5)=[C:26]([CH3:40])[CH:25]=4)[N:20]=[CH:19][N:18]=3)=[CH:13][C:10]=2[C:11]#[N:12])[CH2:6][CH2:5][NH:4][CH2:3]1.[OH:41][CH2:42][CH2:43][C:44](O)=[O:45].C(N(CC)C(C)C)(C)C.F[P-](F)(F)(F)(F)F.CN(C(N(C)C)=[N+]1C2C(=NC=CC=2)[N+]([O-])=N1)C.CN(C(ON1N=NC2C=CC=NC1=2)=[N+](C)C)C.F[P-](F)(F)(F)(F)F, predict the reaction product. The product is: [F:1][C@H:2]1[C@@H:7]([O:8][C:9]2[CH:16]=[CH:15][C:14]([C:17]3[N:22]=[C:21]([NH:23][C:24]4[CH:29]=[CH:28][C:27]([N:30]5[CH2:31][CH2:32][N:33]([CH:36]6[CH2:39][O:38][CH2:37]6)[CH2:34][CH2:35]5)=[C:26]([CH3:40])[CH:25]=4)[N:20]=[CH:19][N:18]=3)=[CH:13][C:10]=2[C:11]#[N:12])[CH2:6][CH2:5][N:4]([C:42](=[O:41])[CH2:43][CH2:44][OH:45])[CH2:3]1.